This data is from Full USPTO retrosynthesis dataset with 1.9M reactions from patents (1976-2016). The task is: Predict the reactants needed to synthesize the given product. (1) Given the product [CH3:23][O:22][C:19]1[C:20]2[O:21][CH2:8][CH2:9][CH2:10][O:12][C:13]=2[CH:14]=[C:15]([CH:16]=[O:17])[CH:18]=1, predict the reactants needed to synthesize it. The reactants are: C(=O)([O-])[O-].[K+].[K+].Br[CH2:8][CH2:9][CH2:10]Br.[OH:12][C:13]1[CH:14]=[C:15]([CH:18]=[C:19]([O:22][CH3:23])[C:20]=1[OH:21])[CH:16]=[O:17].O. (2) Given the product [F:15][C:14]([F:17])([F:16])[O:13][C:10]1[CH:11]=[CH:12][C:7]([N:4]2[CH:5]=[N:6][C:2]([C:26]3[CH:43]=[CH:42][C:29]([CH2:30][NH:31][C:32](=[O:41])[O:33][CH2:34][C:35]4[CH:36]=[CH:37][CH:38]=[CH:39][CH:40]=4)=[CH:28][CH:27]=3)=[N:3]2)=[CH:8][CH:9]=1, predict the reactants needed to synthesize it. The reactants are: Br[C:2]1[N:6]=[CH:5][N:4]([C:7]2[CH:12]=[CH:11][C:10]([O:13][C:14]([F:17])([F:16])[F:15])=[CH:9][CH:8]=2)[N:3]=1.CC1(C)C(C)(C)OB([C:26]2[CH:43]=[CH:42][C:29]([CH2:30][NH:31][C:32](=[O:41])[O:33][CH2:34][C:35]3[CH:40]=[CH:39][CH:38]=[CH:37][CH:36]=3)=[CH:28][CH:27]=2)O1.P([O-])([O-])([O-])=O.[K+].[K+].[K+].